From a dataset of Reaction yield outcomes from USPTO patents with 853,638 reactions. Predict the reaction yield, written as a fraction of the theoretical maximum amount of product (1.0 means a 100% yield; for example, 0.34 means a 34% yield). The reactants are [NH:1]1[CH2:5][CH2:4][CH2:3][NH:2]1.C[O:7][C:8](=O)[CH:9]([C:20]1[CH:25]=[CH:24][C:23]([F:26])=[CH:22][CH:21]=1)[C:10]([C:12]1[CH:17]=[CH:16][N:15]=[C:14]([S:18][CH3:19])[N:13]=1)=O. The catalyst is N1C=CC=CC=1. The product is [F:26][C:23]1[CH:24]=[CH:25][C:20]([C:9]2[C:8](=[O:7])[N:2]3[CH2:3][CH2:4][CH2:5][N:1]3[C:10]=2[C:12]2[CH:17]=[CH:16][N:15]=[C:14]([S:18][CH3:19])[N:13]=2)=[CH:21][CH:22]=1. The yield is 0.370.